Predict the reactants needed to synthesize the given product. From a dataset of Full USPTO retrosynthesis dataset with 1.9M reactions from patents (1976-2016). (1) The reactants are: Cl[C:2]1[CH:9]=[CH:8][C:5]([C:6]#[N:7])=[CH:4][CH:3]=1.[C:10]1([NH:16][C:17]2[CH:22]=[CH:21][CH:20]=[CH:19][CH:18]=2)[CH:15]=[CH:14][CH:13]=[CH:12][CH:11]=1.CC(C)([O-])C.[Na+]. Given the product [C:6]([C:5]1[CH:8]=[CH:9][C:2]([N:16]([C:17]2[CH:18]=[CH:19][CH:20]=[CH:21][CH:22]=2)[C:10]2[CH:15]=[CH:14][CH:13]=[CH:12][CH:11]=2)=[CH:3][CH:4]=1)#[N:7], predict the reactants needed to synthesize it. (2) Given the product [CH2:23]([O:25][C:26](=[O:29])[CH2:27][O:19][C:16]1[CH:17]=[CH:18][C:13]([CH:10]([C:9](=[O:20])[NH:8][CH2:7][C:6]2[CH:5]=[CH:4][C:3]([C:1]#[N:2])=[CH:22][CH:21]=2)[O:11][CH3:12])=[CH:14][CH:15]=1)[CH3:24], predict the reactants needed to synthesize it. The reactants are: [C:1]([C:3]1[CH:22]=[CH:21][C:6]([CH2:7][NH:8][C:9](=[O:20])[CH:10]([C:13]2[CH:18]=[CH:17][C:16]([OH:19])=[CH:15][CH:14]=2)[O:11][CH3:12])=[CH:5][CH:4]=1)#[N:2].[CH2:23]([O:25][C:26](=[O:29])[CH2:27]Br)[CH3:24].C(=O)([O-])[O-].[Cs+].[Cs+]. (3) Given the product [CH3:1][C:2]1[CH:20]=[CH:19][CH:18]=[C:17]([CH3:21])[C:3]=1[CH2:4][O:5][C:6]1[CH:7]=[C:8]([C:12]2([C:15]([OH:24])=[O:16])[CH2:14][CH2:13]2)[CH:9]=[CH:10][CH:11]=1, predict the reactants needed to synthesize it. The reactants are: [CH3:1][C:2]1[CH:20]=[CH:19][CH:18]=[C:17]([CH3:21])[C:3]=1[CH2:4][O:5][C:6]1[CH:7]=[C:8]([C:12]2([CH:15]=[O:16])[CH2:14][CH2:13]2)[CH:9]=[CH:10][CH:11]=1.CC(C)=[O:24].OS(O)(=O)=O.O=[Cr](=O)=O. (4) Given the product [Cl:20][C:21]1[CH:22]=[C:23]([CH2:27][C:28]([N:1]2[C:9]3[C:4](=[CH:5][C:6]([C:10]4[C:14]5[C:15]([NH2:19])=[N:16][CH:17]=[CH:18][C:13]=5[O:12][CH:11]=4)=[CH:7][CH:8]=3)[CH2:3][CH2:2]2)=[O:29])[CH:24]=[CH:25][CH:26]=1, predict the reactants needed to synthesize it. The reactants are: [NH:1]1[C:9]2[C:4](=[CH:5][C:6]([C:10]3[C:14]4[C:15]([NH2:19])=[N:16][CH:17]=[CH:18][C:13]=4[O:12][CH:11]=3)=[CH:7][CH:8]=2)[CH2:3][CH2:2]1.[Cl:20][C:21]1[CH:22]=[C:23]([CH2:27][C:28](O)=[O:29])[CH:24]=[CH:25][CH:26]=1.CN(C(ON1N=NC2C=CC=NC1=2)=[N+](C)C)C.F[P-](F)(F)(F)(F)F.CCN(C(C)C)C(C)C. (5) Given the product [Br:1][C:2]1[CH:3]=[CH:4][C:5]([Cl:9])=[C:6]([CH:7]=1)[O:8][C:11]1[CH:18]=[CH:17][C:14]([C:15]#[N:16])=[CH:13][CH:12]=1, predict the reactants needed to synthesize it. The reactants are: [Br:1][C:2]1[CH:3]=[CH:4][C:5]([Cl:9])=[C:6]([OH:8])[CH:7]=1.F[C:11]1[CH:18]=[CH:17][C:14]([C:15]#[N:16])=[CH:13][CH:12]=1.C(=O)([O-])[O-].[K+].[K+].